This data is from Catalyst prediction with 721,799 reactions and 888 catalyst types from USPTO. The task is: Predict which catalyst facilitates the given reaction. (1) Reactant: S(=O)(=O)(O)O.N[C:7]1[C:8]([C:14]([NH2:16])=[O:15])=[N:9][C:10]([F:13])=[CH:11][N:12]=1.N([O-])=[O:18].[Na+].C(=O)([O-])O.[Na+]. Product: [F:13][C:10]1[N:9]=[C:8]([C:14]([NH2:16])=[O:15])[C:7]([OH:18])=[N:12][CH:11]=1. The catalyst class is: 6. (2) Reactant: Cl[CH2:2][C:3]([N:5]1[CH2:10][CH2:9][N:8]([C:11]2[CH:16]=[C:15]([O:17][CH3:18])[C:14]([Cl:19])=[CH:13][CH:12]=2)[CH2:7][C@@H:6]1[CH3:20])=[O:4].[Cl:21][C:22]1[CH:31]=[CH:30][C:25]2[NH:26][C:27](=[O:29])[O:28][C:24]=2[CH:23]=1.C([O-])([O-])=O.[K+].[K+]. Product: [Cl:21][C:22]1[CH:31]=[CH:30][C:25]2[N:26]([CH2:2][C:3]([N:5]3[CH2:10][CH2:9][N:8]([C:11]4[CH:12]=[CH:13][C:14]([Cl:19])=[C:15]([O:17][CH3:18])[CH:16]=4)[CH2:7][C@@H:6]3[CH3:20])=[O:4])[C:27](=[O:29])[O:28][C:24]=2[CH:23]=1. The catalyst class is: 3.